Dataset: CYP3A4 inhibition data for predicting drug metabolism from PubChem BioAssay. Task: Regression/Classification. Given a drug SMILES string, predict its absorption, distribution, metabolism, or excretion properties. Task type varies by dataset: regression for continuous measurements (e.g., permeability, clearance, half-life) or binary classification for categorical outcomes (e.g., BBB penetration, CYP inhibition). Dataset: cyp3a4_veith. (1) The molecule is Cc1nc2ccccn2c1/C(O)=C1\C(=O)C(=O)N(CCN2CCOCC2)C1c1cccnc1. The result is 0 (non-inhibitor). (2) The molecule is COc1ccccc1CCn1c(=O)c(-c2ccccc2)nc2cncnc21. The result is 1 (inhibitor). (3) The drug is Cc1noc(C)c1C(=O)N1CCC2(CCN(Cc3ccc(C#N)cc3)CC2)CC1. The result is 0 (non-inhibitor). (4) The molecule is CCOC(=O)CN1N=C(/C=C/c2ccc(C)cc2)CCC1=O. The result is 0 (non-inhibitor). (5) The compound is C[C@@H](C(=O)Nc1ccc2ccccc2c1)[C@@H]1C[C@@]1(C)[C@@H](NS(=O)(=O)c1ccccc1)c1ccccc1. The result is 1 (inhibitor). (6) The molecule is CN1CCN(c2ccc([N+](=O)[O-])cc2C(=O)N2CCOCC2)CC1. The result is 0 (non-inhibitor). (7) The molecule is Cc1cc(=O)oc(C)c1C(=O)NCc1ccccc1. The result is 0 (non-inhibitor). (8) The compound is O=C(NC(NC(=S)Nc1cc(Cl)ccc1Cl)C(Cl)(Cl)Cl)c1ccco1. The result is 1 (inhibitor). (9) The compound is C=CCOc1c2ccc(C(=O)NCc3ccccc3OC)cc2nn1C. The result is 0 (non-inhibitor). (10) The drug is CCOC(=O)C1=C(c2ccccc2)OC(N)=C(C#N)C1c1ccc(Cl)s1. The result is 0 (non-inhibitor).